Predict the reactants needed to synthesize the given product. From a dataset of Full USPTO retrosynthesis dataset with 1.9M reactions from patents (1976-2016). (1) Given the product [CH2:9]1[C:8]2([CH2:11][C:12](=[O:13])[CH2:5][C:6](=[O:14])[NH:7]2)[CH2:10]1, predict the reactants needed to synthesize it. The reactants are: COC([CH:5]1[C:12](=[O:13])[CH2:11][C:8]2([CH2:10][CH2:9]2)[NH:7][C:6]1=[O:14])=O. (2) Given the product [Cl:20][C:14]1[CH:15]=[C:16]([O:19][C:2]2[C:3]3[N:10]([CH3:11])[CH:9]=[CH:8][C:4]=3[N:5]=[CH:6][N:7]=2)[CH:17]=[CH:18][C:13]=1[NH2:12], predict the reactants needed to synthesize it. The reactants are: Cl[C:2]1[C:3]2[N:10]([CH3:11])[CH:9]=[CH:8][C:4]=2[N:5]=[CH:6][N:7]=1.[NH2:12][C:13]1[CH:18]=[CH:17][C:16]([OH:19])=[CH:15][C:14]=1[Cl:20].C(=O)([O-])[O-].[K+].[K+].CN1CCCC1=O. (3) Given the product [C:1]([C:3]1[CH:8]=[CH:7][C:6]([CH:9]2[N:14]([C:15]([NH:17][CH2:18][CH2:50][CH2:51][OH:52])=[O:16])[C:13](=[O:19])[N:12]([C:20]3[CH:25]=[CH:24][CH:23]=[C:22]([CH:26]([F:27])[F:29])[CH:21]=3)[C:11]3[CH2:30][CH2:31][C:32](=[O:33])[C:10]2=3)=[CH:5][CH:4]=1)#[N:2], predict the reactants needed to synthesize it. The reactants are: [C:1]([C:3]1[CH:8]=[CH:7][C:6]([CH:9]2[N:14]([C:15]([NH:17][CH3:18])=[O:16])[C:13](=[O:19])[N:12]([C:20]3[CH:25]=[CH:24][CH:23]=[C:22]([C:26]([F:29])(F)[F:27])[CH:21]=3)[C:11]3[CH2:30][CH2:31][C:32](=[O:33])[C:10]2=3)=[C:5](F)[CH:4]=1)#[N:2].FC(F)C1C=C(N2C3C[CH2:50][C:51](=[O:52])C=3C(C3C=CC(C#N)=CC=3)NC2=O)C=CC=1.NCCCO. (4) Given the product [Cl:15][C:16]1[CH:21]=[CH:20][C:19]([C:22]2[C:23]([NH:31][C:12](=[O:14])[CH2:11][C:5]3[CH:6]=[C:7]([O:9][CH3:10])[CH:8]=[C:3]([O:2][CH3:1])[CH:4]=3)=[N:24][N:25]3[CH:30]=[CH:29][CH:28]=[N:27][C:26]=23)=[CH:18][CH:17]=1, predict the reactants needed to synthesize it. The reactants are: [CH3:1][O:2][C:3]1[CH:4]=[C:5]([CH2:11][C:12]([OH:14])=O)[CH:6]=[C:7]([O:9][CH3:10])[CH:8]=1.[Cl:15][C:16]1[CH:21]=[CH:20][C:19]([C:22]2[C:23]([NH2:31])=[N:24][N:25]3[CH:30]=[CH:29][CH:28]=[N:27][C:26]=23)=[CH:18][CH:17]=1. (5) Given the product [Cl:21][C:19]1[CH:18]=[CH:17][C:15]2[C:16]3[C:8]([CH2:7][S:6][CH2:5][C:4]([NH2:25])=[O:3])=[CH:9][CH:10]=[CH:11][C:12]=3[O:13][C:14]=2[CH:20]=1, predict the reactants needed to synthesize it. The reactants are: C([O:3][C:4](=O)[CH2:5][S:6][CH2:7][C:8]1[C:16]2[C:15]3[CH:17]=[CH:18][C:19]([Cl:21])=[CH:20][C:14]=3[O:13][C:12]=2[CH:11]=[CH:10][CH:9]=1)C.CO.[NH3:25]. (6) Given the product [C:10]([O-:17])(=[O:16])/[CH:11]=[CH:12]/[CH:13]=[CH:14]/[CH3:15].[C:1]([O-:4])(=[O:3])[CH3:2].[Ca+2:5], predict the reactants needed to synthesize it. The reactants are: [C:1]([O-:4])(=[O:3])[CH3:2].[Ca+2:5].C([O-])(=O)C.[C:10]([O-:17])(=[O:16])/[CH:11]=[CH:12]/[CH:13]=[CH:14]/[CH3:15].[K+].